Dataset: Full USPTO retrosynthesis dataset with 1.9M reactions from patents (1976-2016). Task: Predict the reactants needed to synthesize the given product. (1) The reactants are: Cl[C:2]1[CH:11]=[C:10]([Cl:12])[C:9]2[C:4](=[CH:5][C:6]([O:13][CH3:14])=[CH:7][CH:8]=2)[N:3]=1.[CH:15]([NH:18][C:19]1[CH:23]=[CH:22][NH:21][N:20]=1)([CH3:17])[CH3:16]. Given the product [Cl:12][C:10]1[C:9]2[C:4](=[CH:5][C:6]([O:13][CH3:14])=[CH:7][CH:8]=2)[N:3]=[C:2]([N:21]2[CH:22]=[CH:23][C:19]([NH:18][CH:15]([CH3:17])[CH3:16])=[N:20]2)[CH:11]=1, predict the reactants needed to synthesize it. (2) Given the product [I-:1].[OH:7][C:8]1[CH:13]=[CH:12][C:11]([CH3:14])=[CH:10][C:9]=1[C@@H:15]([C:26]1[CH:27]=[CH:28][CH:29]=[CH:30][CH:31]=1)[CH2:16][CH2:17][N+:18]([CH:23]([CH3:25])[CH3:24])([CH:20]([CH3:21])[CH3:22])[CH3:19], predict the reactants needed to synthesize it. The reactants are: [I-:1].C([O:7][C:8]1[CH:13]=[CH:12][C:11]([CH3:14])=[CH:10][C:9]=1[C@@H:15]([C:26]1[CH:31]=[CH:30][CH:29]=[CH:28][CH:27]=1)[CH2:16][CH2:17][N+:18]([CH:23]([CH3:25])[CH3:24])([CH:20]([CH3:22])[CH3:21])[CH3:19])(=O)CCC. (3) Given the product [CH2:1]([O:8][CH2:9][C@@H:10]1[O:15][CH2:14][CH2:13][N:12]([C:27]([O:26][C:23]([CH3:25])([CH3:24])[CH3:22])=[O:28])[CH2:11]1)[C:2]1[CH:3]=[CH:4][CH:5]=[CH:6][CH:7]=1, predict the reactants needed to synthesize it. The reactants are: [CH2:1]([O:8][CH2:9][C@@H:10]1[O:15][CH2:14][CH2:13][NH:12][CH2:11]1)[C:2]1[CH:7]=[CH:6][CH:5]=[CH:4][CH:3]=1.C([O-])([O-])=O.[K+].[K+].[CH3:22][C:23]([O:26][C:27](O[C:27]([O:26][C:23]([CH3:25])([CH3:24])[CH3:22])=[O:28])=[O:28])([CH3:25])[CH3:24]. (4) Given the product [O:5]=[C:4]1[C:3]2[C:2](=[CH:10][C:9]([C:11]([OH:13])=[O:12])=[CH:8][CH:7]=2)[N:1]=[CH:14][NH:16]1, predict the reactants needed to synthesize it. The reactants are: [NH2:1][C:2]1[CH:10]=[C:9]([C:11]([OH:13])=[O:12])[CH:8]=[CH:7][C:3]=1[C:4](O)=[O:5].[CH:14]([NH2:16])=O. (5) Given the product [F:1][C:2]1[CH:3]=[C:4]([N:9]2[C:13]([CH3:14])([CH3:15])[C:12](=[O:16])[N:11]([C:17]3[CH:24]=[CH:23][C:20]([C:21]#[N:22])=[C:19]([C:25]([F:26])([F:27])[F:28])[CH:18]=3)[C:10]2=[S:29])[CH:5]=[CH:6][C:7]=1[O:8][CH2:33][CH:32]1[CH2:31][O:30]1, predict the reactants needed to synthesize it. The reactants are: [F:1][C:2]1[CH:3]=[C:4]([N:9]2[C:13]([CH3:15])([CH3:14])[C:12](=[O:16])[N:11]([C:17]3[CH:24]=[CH:23][C:20]([C:21]#[N:22])=[C:19]([C:25]([F:28])([F:27])[F:26])[CH:18]=3)[C:10]2=[S:29])[CH:5]=[CH:6][C:7]=1[OH:8].[O:30]1[CH:32]([CH3:33])[CH:31]1Cl.C(=O)([O-])[O-].[K+].[K+].O. (6) Given the product [NH2:11][CH2:10][C:9]1[CH:12]=[CH:13][C:6]([C:3]([CH3:5])([CH3:4])[C:1]#[N:2])=[CH:7][CH:8]=1, predict the reactants needed to synthesize it. The reactants are: [C:1]([C:3]([C:6]1[CH:13]=[CH:12][C:9]([C:10]#[N:11])=[CH:8][CH:7]=1)([CH3:5])[CH3:4])#[N:2].COCCO[AlH2-]OCCOC.[Na+]. (7) Given the product [CH2:5]([O:7][C:8]([C:10]1[C:11]([O:3][CH2:2][CH3:1])=[N:12][C:13]2[C:18]([C:19]=1[CH3:20])=[CH:17][CH:16]=[C:15]([C:21]([F:24])([F:23])[F:22])[CH:14]=2)=[O:9])[CH3:6], predict the reactants needed to synthesize it. The reactants are: [CH3:1][CH2:2][O-:3].[Na+].[CH2:5]([O:7][C:8]([C:10]1[C:11](Cl)=[N:12][C:13]2[C:18]([C:19]=1[CH3:20])=[CH:17][CH:16]=[C:15]([C:21]([F:24])([F:23])[F:22])[CH:14]=2)=[O:9])[CH3:6]. (8) Given the product [NH2:35][C:33]1[CH:34]=[C:29]([Cl:28])[CH:30]=[CH:31][C:32]=1[C:2]1[N:3]([CH2:21][CH2:22][C:23]([O:25][CH2:26][CH3:27])=[O:24])[C:4]2[C:9]([C:10]=1[CH:11]1[CH2:12][CH2:13][CH2:14][CH2:15][CH2:16]1)=[CH:8][CH:7]=[C:6]([C:17]([O:19][CH3:20])=[O:18])[CH:5]=2, predict the reactants needed to synthesize it. The reactants are: Br[C:2]1[N:3]([CH2:21][CH2:22][C:23]([O:25][CH2:26][CH3:27])=[O:24])[C:4]2[C:9]([C:10]=1[CH:11]1[CH2:16][CH2:15][CH2:14][CH2:13][CH2:12]1)=[CH:8][CH:7]=[C:6]([C:17]([O:19][CH3:20])=[O:18])[CH:5]=2.[Cl:28][C:29]1[CH:30]=[CH:31][C:32](B2OC(C)(C)C(C)(C)O2)=[C:33]([NH2:35])[CH:34]=1.[Cl-].[Li+].C(=O)([O-])[O-].[Na+].[Na+].[Cl-].[NH4+].